From a dataset of Catalyst prediction with 721,799 reactions and 888 catalyst types from USPTO. Predict which catalyst facilitates the given reaction. (1) Reactant: [Cl:1][C:2]1[CH:7]=[C:6]2[NH:8][C:9](=[O:27])[C:10]3([CH:14]([CH2:15][C:16]([CH3:19])([CH3:18])[CH3:17])[CH2:13][NH:12][CH:11]3[C:20]3[CH:25]=[CH:24][CH:23]=[C:22]([Cl:26])[CH:21]=3)[C:5]2=[CH:4][CH:3]=1.C1(C)C=CC=CC=1.[C:35](Cl)([Cl:37])=[O:36].C([O-])(O)=O.[Na+]. Product: [Cl:1][C:2]1[CH:7]=[C:6]2[NH:8][C:9](=[O:27])[C:10]3([CH:14]([CH2:15][C:16]([CH3:17])([CH3:18])[CH3:19])[CH2:13][N:12]([C:35]([Cl:37])=[O:36])[CH:11]3[C:20]3[CH:25]=[CH:24][CH:23]=[C:22]([Cl:26])[CH:21]=3)[C:5]2=[CH:4][CH:3]=1. The catalyst class is: 4. (2) Reactant: C(O[C:6](=O)[N:7]([C@@H:9]([CH3:45])[C:10]([NH:12][C@@H:13]([CH:39]1[CH2:44][CH2:43][CH2:42][CH2:41][CH2:40]1)[C:14]([N:16]1[C@H:21]([C:22](=[O:34])[NH:23][C@H:24]2[C:33]3[C:28](=[CH:29][CH:30]=[CH:31][CH:32]=3)[O:27][CH2:26][CH2:25]2)[CH2:20][N:19]2[C@@H:35]3[CH2:38][C@@H:36]3[CH2:37][C@@H:18]2[CH2:17]1)=[O:15])=[O:11])C)(C)(C)C.C(OCC)(=O)C.[ClH:53]. Product: [ClH:53].[ClH:53].[CH:39]1([C@H:13]([NH:12][C:10](=[O:11])[C@H:9]([CH3:45])[NH:7][CH3:6])[C:14]([N:16]2[C@H:21]([C:22]([NH:23][C@H:24]3[C:33]4[C:28](=[CH:29][CH:30]=[CH:31][CH:32]=4)[O:27][CH2:26][CH2:25]3)=[O:34])[CH2:20][N:19]3[C@@H:35]4[CH2:38][C@@H:36]4[CH2:37][C@@H:18]3[CH2:17]2)=[O:15])[CH2:40][CH2:41][CH2:42][CH2:43][CH2:44]1. The catalyst class is: 13. (3) Reactant: [F:1][C:2]1[CH:3]=[N:4][C:5]([N:8]2[C:16]3[CH2:15][CH2:14][NH:13][CH:12]([CH3:17])[C:11]=3[N:10]=C2)=[N:6][CH:7]=1.[Cl:18][C:19]1[C:27]([C:28]([F:31])([F:30])[F:29])=[CH:26][CH:25]=[CH:24][C:20]=1[C:21](O)=[O:22].C[N:33](C(ON1N=NC2C=CC=NC1=2)=[N+](C)C)C.F[P-](F)(F)(F)(F)F.CCN(CC)CC. Product: [Cl:18][C:19]1[C:27]([C:28]([F:31])([F:30])[F:29])=[CH:26][CH:25]=[CH:24][C:20]=1[C:21]([N:13]1[CH2:14][CH2:15][C:16]2[N:8]([C:5]3[N:6]=[CH:7][C:2]([F:1])=[CH:3][N:4]=3)[N:33]=[N:10][C:11]=2[CH:12]1[CH3:17])=[O:22]. The catalyst class is: 31.